Dataset: M1 muscarinic receptor agonist screen with 61,833 compounds. Task: Binary Classification. Given a drug SMILES string, predict its activity (active/inactive) in a high-throughput screening assay against a specified biological target. (1) The molecule is Fc1ccc(C(=O)C(n2c(=O)cccc2)C(=O)NCc2cccnc2)cc1. The result is 0 (inactive). (2) The molecule is S=c1n(c(=O)c2c([nH]1)cc(C(=O)N1CCN(CC1)C)cc2)Cc1c(OC)cccc1. The result is 0 (inactive). (3) The molecule is S\C(N(C)C)=C1/C=C(OC)C(=O)C=C1. The result is 0 (inactive). (4) The molecule is S(c1n(CCc2ccccc2)c(nn1)c1ccncc1)CC(O)=O. The result is 0 (inactive).